From a dataset of Full USPTO retrosynthesis dataset with 1.9M reactions from patents (1976-2016). Predict the reactants needed to synthesize the given product. (1) The reactants are: CC1(C)OB([C:7]2[C:12]3[CH2:13][O:14][C:15](=[O:17])[NH:16][C:11]=3[CH:10]=[CH:9][CH:8]=2)OC1(C)C.Cl[C:22]1[CH:27]=[CH:26][N:25]=[C:24]([NH2:28])[C:23]=1[N+:29]([O-])=O.[CH3:32][N:33]1[CH:37]=[C:36]([CH:38]=O)[CH:35]=[N:34]1. Given the product [CH3:32][N:33]1[CH:37]=[C:36]([C:38]2[NH:28][C:24]3=[N:25][CH:26]=[CH:27][C:22]([C:7]4[C:12]5[CH2:13][O:14][C:15](=[O:17])[NH:16][C:11]=5[CH:10]=[CH:9][CH:8]=4)=[C:23]3[N:29]=2)[CH:35]=[N:34]1, predict the reactants needed to synthesize it. (2) Given the product [CH3:10][C:9]1([CH3:12])[O:11][B:22]([OH:21])[C:2]2[CH:7]=[CH:6][CH:5]=[CH:4][C:3]=2[CH2:8]1, predict the reactants needed to synthesize it. The reactants are: Br[C:2]1[CH:7]=[CH:6][CH:5]=[CH:4][C:3]=1[CH2:8][C:9]([CH3:12])([OH:11])[CH3:10].C([Li])CCC.C([O:21][B:22](OC(C)C)OC(C)C)(C)C.Cl. (3) Given the product [Br:1][C:2]1[C:7]([C:15]#[N:16])=[N:6][C:5]([Cl:9])=[CH:4][C:3]=1[CH3:10], predict the reactants needed to synthesize it. The reactants are: [Br:1][C:2]1[C:3]([CH3:10])=[CH:4][C:5]([Cl:9])=[N+:6]([O-])[CH:7]=1.[Si]([C:15]#[N:16])(C)(C)C.C(N(CC)CC)C.